Dataset: Full USPTO retrosynthesis dataset with 1.9M reactions from patents (1976-2016). Task: Predict the reactants needed to synthesize the given product. Given the product [CH2:1]([O:3][C:4]([C:5]1[CH:6]([C:7]2[CH:12]=[CH:11][CH:10]=[C:9]([Cl:13])[CH:8]=2)[N:22]=[C:20]([S:21][CH3:28])[NH:19][C:14]=1[CH3:15])=[O:17])[CH3:2], predict the reactants needed to synthesize it. The reactants are: [CH2:1]([O:3][C:4](=[O:17])[C:5]([C:14](=O)[CH3:15])=[CH:6][C:7]1[CH:12]=[CH:11][CH:10]=[C:9]([Cl:13])[CH:8]=1)[CH3:2].C[NH:19][C:20](=[NH:22])[SH:21].S([O-])([O-])(=O)=O.[CH2:28](N(CC)CC)C.